Predict the product of the given reaction. From a dataset of Forward reaction prediction with 1.9M reactions from USPTO patents (1976-2016). (1) Given the reactants [CH:1]12[O:7][CH:2]1[CH2:3][CH2:4][CH2:5][CH2:6]2.Cl.C[OH:10], predict the reaction product. The product is: [C:1](=[O:7])=[O:10].[CH:2]12[O:7][CH:1]1[CH2:6][CH2:5][CH2:4][CH2:3]2. (2) Given the reactants C(=O)([O-])[O-].[K+].[K+].[CH2:7]([O:14][C:15]1[CH:16]=[C:17]([C:21]2[C:26]([CH3:27])=[C:25]([C:28]#[N:29])[C:24]([NH:30]C(=O)C(F)(F)F)=[C:23]([O:37][CH3:38])[C:22]=2[F:39])[CH:18]=[CH:19][CH:20]=1)[C:8]1[CH:13]=[CH:12][CH:11]=[CH:10][CH:9]=1, predict the reaction product. The product is: [NH2:30][C:24]1[C:23]([O:37][CH3:38])=[C:22]([F:39])[C:21]([C:17]2[CH:18]=[CH:19][CH:20]=[C:15]([O:14][CH2:7][C:8]3[CH:9]=[CH:10][CH:11]=[CH:12][CH:13]=3)[CH:16]=2)=[C:26]([CH3:27])[C:25]=1[C:28]#[N:29]. (3) Given the reactants [Br:1][C:2]1[CH:3]=[CH:4][C:5](=[O:8])[NH:6][CH:7]=1.[CH:9](I)([CH3:11])[CH3:10], predict the reaction product. The product is: [Br:1][C:2]1[CH:3]=[CH:4][C:5]([O:8][CH:9]([CH3:11])[CH3:10])=[N:6][CH:7]=1. (4) Given the reactants [Cl:1][C:2]1[CH:7]=[CH:6][C:5](I)=[CH:4][CH:3]=1.[CH3:9][O:10][C:11](=[O:38])[C:12]1[CH:17]=[CH:16][CH:15]=[C:14]([CH2:18][N:19]([C:30]2[CH:35]=[CH:34][C:33]([O:36][CH3:37])=[CH:32][CH:31]=2)[C:20](=[O:29])[C:21]#[C:22][C:23]2[CH:28]=[CH:27][CH:26]=[CH:25][CH:24]=2)[CH:13]=1, predict the reaction product. The product is: [CH3:9][O:10][C:11](=[O:38])[C:12]1[CH:17]=[CH:16][CH:15]=[C:14]([CH2:18][N:19]2[C:30]3[C:35](=[CH:34][C:33]([O:36][CH3:37])=[CH:32][CH:31]=3)/[C:21](=[C:22](\[C:5]3[CH:6]=[CH:7][C:2]([Cl:1])=[CH:3][CH:4]=3)/[C:23]3[CH:28]=[CH:27][CH:26]=[CH:25][CH:24]=3)/[C:20]2=[O:29])[CH:13]=1. (5) Given the reactants CC1C=CC(C)=CC=1[NH:9][C:10]([N:12]1[CH2:17][CH2:16][CH:15]([C:18](=[S:20])[NH2:19])[CH2:14][CH2:13]1)=O.Br[CH2:22][C:23]([C:25]1[CH2:29][C@H:28]([C:30]2[CH:35]=[CH:34][CH:33]=[CH:32][CH:31]=2)[O:27][N:26]=1)=O.[C:36](=[O:39])(O)[O-].[Na+], predict the reaction product. The product is: [C:30]1([C@@H:28]2[O:27][N:26]=[C:25]([C:23]3[N:19]=[C:18]([CH:15]4[CH2:14][CH2:13][N:12]([C:10]5([NH:9][CH:36]=[O:39])[CH:31]=[C:30]([CH3:35])[CH:28]=[CH:29][CH:25]5[CH3:23])[CH2:17][CH2:16]4)[S:20][CH:22]=3)[CH2:29]2)[CH:35]=[CH:34][CH:33]=[CH:32][CH:31]=1. (6) Given the reactants COCCN(S(F)(F)F)CCOC.[CH3:14][O:15][C:16]1[CH:17]=[C:18]2[C:23](=[CH:24][C:25]=1[O:26][CH3:27])[N:22]=[CH:21][N:20]=[C:19]2[N:28]1[CH2:33][CH2:32][C:31]2[NH:34][N:35]=[C:36]([C:37](O)([CH3:39])[CH3:38])[C:30]=2[CH2:29]1.CO.C(OCC)(=O)C, predict the reaction product. The product is: [C:37]([C:36]1[C:30]2[CH2:29][N:28]([C:19]3[C:18]4[C:23](=[CH:24][C:25]([O:26][CH3:27])=[C:16]([O:15][CH3:14])[CH:17]=4)[N:22]=[CH:21][N:20]=3)[CH2:33][CH2:32][C:31]=2[NH:34][N:35]=1)([CH3:39])=[CH2:38]. (7) Given the reactants Br[CH2:2][C:3]1[CH:4]=[C:5]2[C:10](=[CH:11][CH:12]=1)[N:9]=[CH:8][N:7]=[C:6]2[NH:13][C:14]1[CH:19]=[CH:18][CH:17]=[C:16]([CH3:20])[CH:15]=1.[Na].[SH:22][C:23]1[NH:24][C:25]2[CH:31]=[CH:30][CH:29]=[CH:28][C:26]=2[N:27]=1, predict the reaction product. The product is: [N:24]1[C:25]2[CH:31]=[CH:30][CH:29]=[CH:28][C:26]=2[NH:27][C:23]=1[S:22][CH2:2][C:3]1[CH:4]=[C:5]2[C:10](=[CH:11][CH:12]=1)[N:9]=[CH:8][N:7]=[C:6]2[NH:13][C:14]1[CH:19]=[CH:18][CH:17]=[C:16]([CH3:20])[CH:15]=1. (8) Given the reactants [C:1]([C:3]1[C:4]([N:17]2[CH2:20][CH:19]([C:21](O)=[O:22])[CH2:18]2)=[N:5][C:6]([CH:14]([F:16])[F:15])=[C:7]([C:9]([O:11][CH2:12][CH3:13])=[O:10])[CH:8]=1)#[N:2].[CH3:24][C:25]1[CH:26]=[C:27]([CH2:31][S:32]([NH2:35])(=[O:34])=[O:33])[CH:28]=[CH:29][CH:30]=1, predict the reaction product. The product is: [C:1]([C:3]1[C:4]([N:17]2[CH2:20][CH:19]([C:21]([NH:35][S:32]([CH2:31][C:27]3[CH:28]=[CH:29][CH:30]=[C:25]([CH3:24])[CH:26]=3)(=[O:33])=[O:34])=[O:22])[CH2:18]2)=[N:5][C:6]([CH:14]([F:16])[F:15])=[C:7]([CH:8]=1)[C:9]([O:11][CH2:12][CH3:13])=[O:10])#[N:2]. (9) The product is: [CH2:13]([O:12][C:3]1[CH:4]=[C:5]([N+:9]([O-:11])=[O:10])[C:6]([Cl:8])=[CH:7][C:2]=1[NH2:1])[C:14]1[CH:19]=[CH:18][CH:17]=[CH:16][CH:15]=1. Given the reactants [NH2:1][C:2]1[CH:7]=[C:6]([Cl:8])[C:5]([N+:9]([O-:11])=[O:10])=[CH:4][C:3]=1[OH:12].[CH2:13](Br)[C:14]1[CH:19]=[CH:18][CH:17]=[CH:16][CH:15]=1.C(=O)([O-])[O-].[K+].[K+], predict the reaction product.